Dataset: SARS-CoV-2 main protease (3CLPro) crystallographic fragment screen with 879 compounds. Task: Binary Classification. Given a drug SMILES string, predict its activity (active/inactive) in a high-throughput screening assay against a specified biological target. (1) The drug is Oc1ccccc1CN1CCc2ccccc2C1. The result is 0 (inactive). (2) The drug is N#CCC(N)=O. The result is 0 (inactive). (3) The molecule is COc1ccc(CCC2(C)NC(=O)NC2=O)cc1. The result is 0 (inactive). (4) The molecule is NC(=S)Nc1ccccc1OC(F)(F)F. The result is 0 (inactive). (5) The compound is Cc1ncsc1C(=O)N1CCNC(=O)C1. The result is 0 (inactive). (6) The drug is COC(=O)Nc1nc2c(C)cccc2s1. The result is 0 (inactive). (7) The compound is COC(=O)c1ccncc1. The result is 0 (inactive). (8) The molecule is CC(C)(C(N)=O)c1ccccc1. The result is 0 (inactive).